Task: Predict the product of the given reaction.. Dataset: Forward reaction prediction with 1.9M reactions from USPTO patents (1976-2016) Given the reactants [CH2:1]([CH:5]([CH2:37][CH2:38][CH2:39][CH2:40][CH2:41][CH3:42])[CH2:6][O:7][C:8]1[C:17]2[CH:16]=[C:15]3[S:18][CH:19]=[CH:20][C:14]3=[C:13]([O:21][CH2:22][CH:23]([CH2:30][CH2:31][CH2:32][CH3:33])[CH2:24][CH2:25][CH2:26][CH2:27][CH2:28][CH3:29])[C:12]=2[CH:11]=[C:10]2[S:34][CH:35]=[CH:36][C:9]=12)[CH2:2][CH2:3][CH3:4].C([Li])CCC.[Sn:48](Cl)([CH3:51])([CH3:50])[CH3:49].O, predict the reaction product. The product is: [CH2:1]([CH:5]([CH2:37][CH2:38][CH2:39][CH2:40][CH2:41][CH3:42])[CH2:6][O:7][C:8]1[C:9]2[CH:36]=[C:35]([Sn:48]([CH3:51])([CH3:50])[CH3:49])[S:34][C:10]=2[CH:11]=[C:12]2[C:17]=1[CH:16]=[C:15]1[C:14](=[C:13]2[O:21][CH2:22][CH:23]([CH2:30][CH2:31][CH2:32][CH3:33])[CH2:24][CH2:25][CH2:26][CH2:27][CH2:28][CH3:29])[CH:20]=[C:19]([Sn:48]([CH3:51])([CH3:50])[CH3:49])[S:18]1)[CH2:2][CH2:3][CH3:4].